From a dataset of Catalyst prediction with 721,799 reactions and 888 catalyst types from USPTO. Predict which catalyst facilitates the given reaction. (1) Reactant: [Si:1]([O:8][C@@H:9]1[C@@:29]2([CH3:30])[C:13](=[CH:14][CH:15]=[C:16]3[C@@H:28]2[CH2:27][CH2:26][C@@:25]2([CH3:31])[C@H:17]3[CH2:18][CH:19]=[C:20]2[C:21]([OH:24])([CH3:23])[CH3:22])[CH2:12][C@@H:11]([O:32][Si:33]([C:36]([CH3:39])([CH3:38])[CH3:37])([CH3:35])[CH3:34])[CH2:10]1)([C:4]([CH3:7])([CH3:6])[CH3:5])([CH3:3])[CH3:2].Br[CH2:41][C:42]#[C:43][C:44]([CH2:55][CH3:56])([O:47][Si:48]([CH2:53][CH3:54])([CH2:51][CH3:52])[CH2:49][CH3:50])[CH2:45][CH3:46].[H-].[Na+].C1OCCOCCOCCOCCOC1. Product: [Si:1]([O:8][C@@H:9]1[C@@:29]2([CH3:30])[C:13](=[CH:14][CH:15]=[C:16]3[C@@H:28]2[CH2:27][CH2:26][C@@:25]2([CH3:31])[C@H:17]3[CH2:18][CH:19]=[C:20]2[C:21]([O:24][CH2:41][C:42]#[C:43][C:44]([CH2:55][CH3:56])([O:47][Si:48]([CH2:53][CH3:54])([CH2:49][CH3:50])[CH2:51][CH3:52])[CH2:45][CH3:46])([CH3:23])[CH3:22])[CH2:12][C@@H:11]([O:32][Si:33]([C:36]([CH3:39])([CH3:38])[CH3:37])([CH3:34])[CH3:35])[CH2:10]1)([C:4]([CH3:7])([CH3:6])[CH3:5])([CH3:3])[CH3:2]. The catalyst class is: 7. (2) The catalyst class is: 21. Reactant: P([O-])([O-])([O-])=O.[K+].[K+].[K+].COC(C)(C)C.[NH2:15][CH:16]([C:23]1[CH:28]=[CH:27][C:26]([Br:29])=[CH:25][CH:24]=1)[CH2:17][C:18]([O:20]CC)=[O:19]. Product: [NH2:15][CH:16]([C:23]1[CH:24]=[CH:25][C:26]([Br:29])=[CH:27][CH:28]=1)[CH2:17][C:18]([OH:20])=[O:19]. (3) Reactant: [N+:1]([C:4]1[CH:23]=[CH:22][C:7]([O:8][C:9]2[CH:14]=[CH:13][C:12]([CH2:15][CH2:16][C:17]([O:19][CH2:20][CH3:21])=[O:18])=[CH:11][CH:10]=2)=[CH:6][CH:5]=1)([O-])=O. Product: [NH2:1][C:4]1[CH:5]=[CH:6][C:7]([O:8][C:9]2[CH:14]=[CH:13][C:12]([CH2:15][CH2:16][C:17]([O:19][CH2:20][CH3:21])=[O:18])=[CH:11][CH:10]=2)=[CH:22][CH:23]=1. The catalyst class is: 178. (4) Reactant: CS([O:5][C@@H:6]1[CH2:10][CH2:9][N:8]([CH:11]2[CH2:16][CH2:15][N:14]([C:17]([O:19][C:20]([CH3:23])([CH3:22])[CH3:21])=[O:18])[CH2:13][CH2:12]2)[C:7]1=[O:24])(=O)=O.[Br:25][C:26]1[CH:31]=[CH:30][C:29](O)=[C:28]([F:33])[CH:27]=1.C([O-])([O-])=O.[K+].[K+].O. Product: [Br:25][C:26]1[CH:31]=[CH:30][C:29]([O:5][C@H:6]2[CH2:10][CH2:9][N:8]([CH:11]3[CH2:16][CH2:15][N:14]([C:17]([O:19][C:20]([CH3:23])([CH3:22])[CH3:21])=[O:18])[CH2:13][CH2:12]3)[C:7]2=[O:24])=[C:28]([F:33])[CH:27]=1. The catalyst class is: 16. (5) Reactant: [Cl:1][C:2]1[CH:3]=[C:4]([C:9](=[N:15][O:16][CH3:17])[CH2:10][CH2:11][C:12]([OH:14])=O)[CH:5]=[CH:6][C:7]=1[Cl:8].CCN=C=NCCCN(C)C.Cl.C1C=CC2N(O)N=NC=2C=1.[NH2:40][CH:41]1[CH2:45][CH2:44][N:43]([C:46]([O:48][C:49]([CH3:52])([CH3:51])[CH3:50])=[O:47])[CH2:42]1. Product: [C:49]([O:48][C:46]([N:43]1[CH2:44][CH2:45][CH:41]([NH:40][C:12](=[O:14])[CH2:11][CH2:10][C:9]([C:4]2[CH:5]=[CH:6][C:7]([Cl:8])=[C:2]([Cl:1])[CH:3]=2)=[N:15][O:16][CH3:17])[CH2:42]1)=[O:47])([CH3:52])([CH3:50])[CH3:51]. The catalyst class is: 173.